From a dataset of NCI-60 drug combinations with 297,098 pairs across 59 cell lines. Regression. Given two drug SMILES strings and cell line genomic features, predict the synergy score measuring deviation from expected non-interaction effect. (1) Drug 1: C1=CC(=CC=C1CCCC(=O)O)N(CCCl)CCCl. Drug 2: C1=NC(=NC(=O)N1C2C(C(C(O2)CO)O)O)N. Cell line: HCT-15. Synergy scores: CSS=14.1, Synergy_ZIP=-7.96, Synergy_Bliss=-2.34, Synergy_Loewe=-5.44, Synergy_HSA=-3.83. (2) Drug 1: CC12CCC3C(C1CCC2=O)CC(=C)C4=CC(=O)C=CC34C. Drug 2: C1CNP(=O)(OC1)N(CCCl)CCCl. Cell line: K-562. Synergy scores: CSS=42.6, Synergy_ZIP=-0.331, Synergy_Bliss=3.09, Synergy_Loewe=2.60, Synergy_HSA=2.39. (3) Drug 1: CC1=CC2C(CCC3(C2CCC3(C(=O)C)OC(=O)C)C)C4(C1=CC(=O)CC4)C. Drug 2: CCN(CC)CCNC(=O)C1=C(NC(=C1C)C=C2C3=C(C=CC(=C3)F)NC2=O)C. Cell line: SK-MEL-28. Synergy scores: CSS=-4.39, Synergy_ZIP=5.12, Synergy_Bliss=4.77, Synergy_Loewe=-4.95, Synergy_HSA=-1.83.